From a dataset of NCI-60 drug combinations with 297,098 pairs across 59 cell lines. Regression. Given two drug SMILES strings and cell line genomic features, predict the synergy score measuring deviation from expected non-interaction effect. (1) Drug 1: CC(C)(C#N)C1=CC(=CC(=C1)CN2C=NC=N2)C(C)(C)C#N. Drug 2: CC1C(C(CC(O1)OC2CC(CC3=C2C(=C4C(=C3O)C(=O)C5=C(C4=O)C(=CC=C5)OC)O)(C(=O)CO)O)N)O.Cl. Cell line: SF-268. Synergy scores: CSS=46.0, Synergy_ZIP=2.06, Synergy_Bliss=2.56, Synergy_Loewe=1.25, Synergy_HSA=3.13. (2) Drug 1: C1=CN(C(=O)N=C1N)C2C(C(C(O2)CO)O)O.Cl. Drug 2: CC1CCC2CC(C(=CC=CC=CC(CC(C(=O)C(C(C(=CC(C(=O)CC(OC(=O)C3CCCCN3C(=O)C(=O)C1(O2)O)C(C)CC4CCC(C(C4)OC)OCCO)C)C)O)OC)C)C)C)OC. Cell line: OVCAR-8. Synergy scores: CSS=28.3, Synergy_ZIP=-1.26, Synergy_Bliss=-2.36, Synergy_Loewe=-6.34, Synergy_HSA=-1.42. (3) Drug 1: CC1=C(C=C(C=C1)C(=O)NC2=CC(=CC(=C2)C(F)(F)F)N3C=C(N=C3)C)NC4=NC=CC(=N4)C5=CN=CC=C5. Drug 2: CCC1=C2CN3C(=CC4=C(C3=O)COC(=O)C4(CC)O)C2=NC5=C1C=C(C=C5)O. Cell line: T-47D. Synergy scores: CSS=-3.70, Synergy_ZIP=12.3, Synergy_Bliss=14.0, Synergy_Loewe=-31.0, Synergy_HSA=-10.1. (4) Drug 1: C1=CC(=CC=C1CC(C(=O)O)N)N(CCCl)CCCl.Cl. Drug 2: CCN(CC)CCNC(=O)C1=C(NC(=C1C)C=C2C3=C(C=CC(=C3)F)NC2=O)C. Cell line: LOX IMVI. Synergy scores: CSS=11.6, Synergy_ZIP=-6.60, Synergy_Bliss=1.71, Synergy_Loewe=1.12, Synergy_HSA=2.84. (5) Drug 1: CC1=C(C=C(C=C1)NC2=NC=CC(=N2)N(C)C3=CC4=NN(C(=C4C=C3)C)C)S(=O)(=O)N.Cl. Drug 2: CS(=O)(=O)CCNCC1=CC=C(O1)C2=CC3=C(C=C2)N=CN=C3NC4=CC(=C(C=C4)OCC5=CC(=CC=C5)F)Cl. Cell line: HOP-92. Synergy scores: CSS=5.84, Synergy_ZIP=-1.38, Synergy_Bliss=0.515, Synergy_Loewe=-0.491, Synergy_HSA=0.509. (6) Drug 1: C1=CC(=CC=C1C#N)C(C2=CC=C(C=C2)C#N)N3C=NC=N3. Drug 2: CN1C2=C(C=C(C=C2)N(CCCl)CCCl)N=C1CCCC(=O)O.Cl. Cell line: NCIH23. Synergy scores: CSS=3.99, Synergy_ZIP=0.834, Synergy_Bliss=-0.519, Synergy_Loewe=3.30, Synergy_HSA=-1.65. (7) Drug 1: CC1CCC2CC(C(=CC=CC=CC(CC(C(=O)C(C(C(=CC(C(=O)CC(OC(=O)C3CCCCN3C(=O)C(=O)C1(O2)O)C(C)CC4CCC(C(C4)OC)O)C)C)O)OC)C)C)C)OC. Drug 2: CS(=O)(=O)CCNCC1=CC=C(O1)C2=CC3=C(C=C2)N=CN=C3NC4=CC(=C(C=C4)OCC5=CC(=CC=C5)F)Cl. Cell line: NCI-H226. Synergy scores: CSS=3.52, Synergy_ZIP=-0.0796, Synergy_Bliss=3.85, Synergy_Loewe=1.70, Synergy_HSA=3.51.